Dataset: Reaction yield outcomes from USPTO patents with 853,638 reactions. Task: Predict the reaction yield, written as a fraction of the theoretical maximum amount of product (1.0 means a 100% yield; for example, 0.34 means a 34% yield). (1) The reactants are [N:1]1[CH:6]=[CH:5][CH:4]=[C:3]([C:7]2[CH:8]=[C:9]([CH:14]=[CH:15][CH:16]=2)[C:10]([O:12]C)=[O:11])[CH:2]=1.[OH-].[Na+]. The catalyst is CO. The product is [N:1]1[CH:6]=[CH:5][CH:4]=[C:3]([C:7]2[CH:8]=[C:9]([CH:14]=[CH:15][CH:16]=2)[C:10]([OH:12])=[O:11])[CH:2]=1. The yield is 0.900. (2) The reactants are [CH3:1][N:2]([CH3:32])[CH2:3][CH2:4][NH:5][C:6]([C:8]1[N:9]=[C:10]([NH:13][C:14]([C:16]2[CH:17]=[C:18]3[C:26](=[CH:27][CH:28]=2)[NH:25][C:24]2[C:23](=[O:29])[NH:22][CH:21]([CH2:30][NH2:31])[CH2:20][C:19]3=2)=[O:15])[S:11][CH:12]=1)=[O:7].CCN(CC)CC.Cl[C:41]([O:43][CH2:44][CH3:45])=[O:42]. The catalyst is CN(C=O)C.CCOC(C)=O. The product is [CH2:44]([O:43][C:41](=[O:42])[NH:31][CH2:30][CH:21]1[CH2:20][C:19]2[C:18]3[C:26](=[CH:27][CH:28]=[C:16]([C:14](=[O:15])[NH:13][C:10]4[S:11][CH:12]=[C:8]([C:6](=[O:7])[NH:5][CH2:4][CH2:3][N:2]([CH3:32])[CH3:1])[N:9]=4)[CH:17]=3)[NH:25][C:24]=2[C:23](=[O:29])[NH:22]1)[CH3:45]. The yield is 0.540. (3) The reactants are [O:1]1[CH:5]=[CH:4][CH:3]=[C:2]1[C:6]1[N:11]=[C:10]([NH2:12])[N:9]=[C:8]([NH:13][CH2:14][C:15]2[CH:20]=[CH:19][CH:18]=[CH:17][N:16]=2)[C:7]=1[N+:21]([O-])=O.[N:24](OCCC(C)C)=O. The catalyst is CCO.CCOC(C)=O.[Pd]. The product is [O:1]1[CH:5]=[CH:4][CH:3]=[C:2]1[C:6]1[C:7]2[N:21]=[N:24][N:13]([CH2:14][C:15]3[CH:20]=[CH:19][CH:18]=[CH:17][N:16]=3)[C:8]=2[N:9]=[C:10]([NH2:12])[N:11]=1. The yield is 0.460. (4) The reactants are [F:1][C:2]([F:20])([F:19])[C:3]1[CH:4]=[C:5]([CH:16]=[CH:17][CH:18]=1)[CH2:6][O:7][C:8]1[CH:15]=[CH:14][C:11]([CH:12]=O)=[CH:10][CH:9]=1.[C:21]12([NH2:31])[CH2:30][CH:25]3[CH2:26][CH:27]([CH2:29][CH:23]([CH2:24]3)[CH2:22]1)[CH2:28]2. No catalyst specified. The product is [C:21]12([NH:31][CH2:12][C:11]3[CH:14]=[CH:15][C:8]([O:7][CH2:6][C:5]4[CH:16]=[CH:17][CH:18]=[C:3]([C:2]([F:20])([F:19])[F:1])[CH:4]=4)=[CH:9][CH:10]=3)[CH2:28][CH:27]3[CH2:26][CH:25]([CH2:24][CH:23]([CH2:29]3)[CH2:22]1)[CH2:30]2. The yield is 0.690. (5) The reactants are [C:1]([O:5][C:6]([NH:8][C:9]1[CH:14]=[CH:13][CH:12]=[CH:11][C:10]=1[NH:15][C:16](=[O:24])[C:17]1[CH:22]=[CH:21][C:20](Br)=[N:19][CH:18]=1)=[O:7])([CH3:4])([CH3:3])[CH3:2].[N:25]1[CH:30]=[CH:29][C:28](B(O)O)=[CH:27][CH:26]=1.C(=O)([O-])[O-].[Na+].[Na+].C(COC)OC. The catalyst is [Cl-].[Na+].O.C1C=CC([P]([Pd]([P](C2C=CC=CC=2)(C2C=CC=CC=2)C2C=CC=CC=2)([P](C2C=CC=CC=2)(C2C=CC=CC=2)C2C=CC=CC=2)[P](C2C=CC=CC=2)(C2C=CC=CC=2)C2C=CC=CC=2)(C2C=CC=CC=2)C2C=CC=CC=2)=CC=1. The product is [C:1]([O:5][C:6]([NH:8][C:9]1[CH:14]=[CH:13][CH:12]=[CH:11][C:10]=1[NH:15][C:16](=[O:24])[C:17]1[CH:22]=[CH:21][C:20]([C:28]2[CH:29]=[CH:30][N:25]=[CH:26][CH:27]=2)=[N:19][CH:18]=1)=[O:7])([CH3:4])([CH3:3])[CH3:2]. The yield is 0.640.